Dataset: Forward reaction prediction with 1.9M reactions from USPTO patents (1976-2016). Task: Predict the product of the given reaction. (1) The product is: [N:10]1([C:7]2[CH:6]=[CH:5][C:4]([NH:1][OH:2])=[CH:9][CH:8]=2)[C:18]2[CH:17]=[CH:16][N:15]=[CH:14][C:13]=2[N:12]=[CH:11]1. Given the reactants [N+:1]([C:4]1[CH:9]=[CH:8][C:7]([N:10]2[C:18]3[CH:17]=[CH:16][N:15]=[CH:14][C:13]=3[N:12]=[CH:11]2)=[CH:6][CH:5]=1)([O-])=[O:2].[Cl-].[NH4+], predict the reaction product. (2) Given the reactants C(Cl)(=O)C(Cl)=O.[CH3:7][S:8]([C:11]1[CH:19]=[CH:18][CH:17]=[CH:16][C:12]=1[C:13]([OH:15])=O)(=[O:10])=[O:9].[Cl:20][C:21]1[CH:22]=[C:23]([CH:37]=[CH:38][C:39]=1[Cl:40])[O:24][CH:25]1[CH2:30][CH2:29][N:28]([CH:31]2[CH2:36][CH2:35][NH:34][CH2:33][CH2:32]2)[CH2:27][CH2:26]1.C(N(CC)CC)C, predict the reaction product. The product is: [Cl:20][C:21]1[CH:22]=[C:23]([CH:37]=[CH:38][C:39]=1[Cl:40])[O:24][CH:25]1[CH2:26][CH2:27][N:28]([CH:31]2[CH2:32][CH2:33][N:34]([C:13]([C:12]3[CH:16]=[CH:17][CH:18]=[CH:19][C:11]=3[S:8]([CH3:7])(=[O:9])=[O:10])=[O:15])[CH2:35][CH2:36]2)[CH2:29][CH2:30]1.